This data is from Peptide-MHC class I binding affinity with 185,985 pairs from IEDB/IMGT. The task is: Regression. Given a peptide amino acid sequence and an MHC pseudo amino acid sequence, predict their binding affinity value. This is MHC class I binding data. (1) The MHC is HLA-A68:01 with pseudo-sequence HLA-A68:01. The binding affinity (normalized) is 0.735. The peptide sequence is KAFNHASVK. (2) The peptide sequence is YMYAVSGAL. The MHC is HLA-B48:01 with pseudo-sequence HLA-B48:01. The binding affinity (normalized) is 0.745. (3) The peptide sequence is TVLDVGDAY. The MHC is HLA-B15:01 with pseudo-sequence HLA-B15:01. The binding affinity (normalized) is 0.515. (4) The MHC is HLA-B39:01 with pseudo-sequence HLA-B39:01. The peptide sequence is GKLDPTNTL. The binding affinity (normalized) is 0.260. (5) The binding affinity (normalized) is 0.0847. The peptide sequence is TVLDHILQK. The MHC is HLA-A80:01 with pseudo-sequence HLA-A80:01. (6) The peptide sequence is ELIDVLKTR. The MHC is HLA-A33:01 with pseudo-sequence HLA-A33:01. The binding affinity (normalized) is 0.838. (7) The peptide sequence is NTFVNFNSV. The MHC is HLA-A02:01 with pseudo-sequence HLA-A02:01. The binding affinity (normalized) is 0.356.